From a dataset of Catalyst prediction with 721,799 reactions and 888 catalyst types from USPTO. Predict which catalyst facilitates the given reaction. (1) Reactant: [CH:1]1([N:7]2[C:11]3[CH:12]=[CH:13][C:14]([CH:16]=O)=[CH:15][C:10]=3[N:9]=[C:8]2[NH:18][C:19]2[C:27]3[C:22](=[CH:23][CH:24]=[C:25]([C:28]4[CH:29]=[N:30][CH:31]=[CH:32][C:33]=4[O:34][CH3:35])[CH:26]=3)[N:21]([CH2:36][O:37][CH2:38][CH2:39][Si:40]([CH3:43])([CH3:42])[CH3:41])[N:20]=2)[CH2:6][CH2:5][CH2:4][CH2:3][CH2:2]1.[NH:44]1[CH2:49][CH2:48][O:47][CH2:46][CH2:45]1.C(O)(=O)C.C(O[BH-](OC(=O)C)OC(=O)C)(=O)C.[Na+]. Product: [CH:1]1([N:7]2[C:11]3[CH:12]=[CH:13][C:14]([CH2:16][N:44]4[CH2:49][CH2:48][O:47][CH2:46][CH2:45]4)=[CH:15][C:10]=3[N:9]=[C:8]2[NH:18][C:19]2[C:27]3[C:22](=[CH:23][CH:24]=[C:25]([C:28]4[CH:29]=[N:30][CH:31]=[CH:32][C:33]=4[O:34][CH3:35])[CH:26]=3)[N:21]([CH2:36][O:37][CH2:38][CH2:39][Si:40]([CH3:42])([CH3:41])[CH3:43])[N:20]=2)[CH2:6][CH2:5][CH2:4][CH2:3][CH2:2]1. The catalyst class is: 2. (2) Reactant: [OH-].[Li+].[NH2:3][C:4]1[C@:8]2([CH2:13][CH2:12][N:11]([C:14]([O:16][CH2:17][C:18]3[CH:23]=[CH:22][CH:21]=[CH:20][CH:19]=3)=[O:15])[C@@H:10]([CH3:24])[CH2:9]2)[N:7]([C:25]2[CH:30]=[CH:29][CH:28]=[C:27]([F:31])[CH:26]=2)[S:6](=[O:33])(=[O:32])[C:5]=1C(OC)=O. Product: [NH2:3][C:4]1[C@:8]2([CH2:13][CH2:12][N:11]([C:14]([O:16][CH2:17][C:18]3[CH:19]=[CH:20][CH:21]=[CH:22][CH:23]=3)=[O:15])[C@@H:10]([CH3:24])[CH2:9]2)[N:7]([C:25]2[CH:30]=[CH:29][CH:28]=[C:27]([F:31])[CH:26]=2)[S:6](=[O:33])(=[O:32])[CH:5]=1. The catalyst class is: 30. (3) Reactant: [Br:1][C:2]1[CH:3]=[C:4]([N:8]2[CH2:13][CH2:12][CH2:11][CH2:10][CH:9]2[C:14]([NH:16][CH2:17][C:18]#[N:19])=[O:15])[CH:5]=[CH:6][CH:7]=1.[Cl:20]N1C(=O)CCC1=O. Product: [Br:1][C:2]1[CH:7]=[CH:6][C:5]([Cl:20])=[C:4]([N:8]2[CH2:13][CH2:12][CH2:11][CH2:10][CH:9]2[C:14]([NH:16][CH2:17][C:18]#[N:19])=[O:15])[CH:3]=1. The catalyst class is: 32. (4) Reactant: [CH3:1][O:2][C:3]1[CH:4]=[C:5]([CH:7]=[CH:8][C:9]=1[CH3:10])[NH2:6].[CH:11](=O)/[CH:12]=[CH:13]/[CH3:14].[NH4+].[OH-]. Product: [CH3:1][O:2][C:3]1[CH:4]=[C:5]2[C:7]([CH:11]=[CH:12][C:13]([CH3:14])=[N:6]2)=[CH:8][C:9]=1[CH3:10]. The catalyst class is: 33. (5) Reactant: [C:1]1([C:14]2[CH:19]=[CH:18][CH:17]=[CH:16][CH:15]=2)[CH:6]=[CH:5][C:4]([C:7]([NH:9][CH2:10][C:11]([OH:13])=O)=[O:8])=[CH:3][CH:2]=1.CCN(C(C)C)C(C)C.C1C=CC2N(O)N=NC=2C=1.CCN=C=NCCCN(C)C.Cl.Cl.[CH3:52][N:53]([CH:64]1[CH2:69][CH2:68][NH:67][CH2:66][CH2:65]1)[C:54]1[CH:59]=[CH:58][CH:57]=[CH:56][C:55]=1[C:60]([F:63])([F:62])[F:61]. Product: [CH3:52][N:53]([C:54]1[CH:59]=[CH:58][CH:57]=[CH:56][C:55]=1[C:60]([F:63])([F:61])[F:62])[CH:64]1[CH2:69][CH2:68][N:67]([C:11](=[O:13])[CH2:10][NH:9][C:7]([C:4]2[CH:3]=[CH:2][C:1]([C:14]3[CH:19]=[CH:18][CH:17]=[CH:16][CH:15]=3)=[CH:6][CH:5]=2)=[O:8])[CH2:66][CH2:65]1. The catalyst class is: 18.